Predict the product of the given reaction. From a dataset of Forward reaction prediction with 1.9M reactions from USPTO patents (1976-2016). (1) Given the reactants [Cl:1][C:2]1[CH:11]=[C:10]2[C:5]([CH:6]=[C:7]([C:13]([O:15]CC)=O)[NH:8][C:9]2=[O:12])=[CH:4][CH:3]=1.[NH3:18].CO, predict the reaction product. The product is: [Cl:1][C:2]1[CH:11]=[C:10]2[C:5]([CH:6]=[C:7]([C:13]([NH2:18])=[O:15])[NH:8][C:9]2=[O:12])=[CH:4][CH:3]=1. (2) Given the reactants [C:1]1([C:7]2[CH:11]=[C:10]([C:12]([O:14][CH2:15][CH3:16])=[O:13])[NH:9][N:8]=2)[CH:6]=[CH:5][CH:4]=[CH:3][CH:2]=1.[Cl:17][C:18]1[CH:25]=[C:24]([Cl:26])[CH:23]=[CH:22][C:19]=1[CH2:20]Cl.C(=O)([O-])[O-].[K+].[K+], predict the reaction product. The product is: [Cl:17][C:18]1[CH:25]=[C:24]([Cl:26])[CH:23]=[CH:22][C:19]=1[CH2:20][N:9]1[C:10]([C:12]([O:14][CH2:15][CH3:16])=[O:13])=[CH:11][C:7]([C:1]2[CH:2]=[CH:3][CH:4]=[CH:5][CH:6]=2)=[N:8]1. (3) Given the reactants C1C2C(COC([NH:18][C@@H:19]([CH2:31][C:32]3[CH:37]=[CH:36][C:35]([OH:38])=[CH:34][CH:33]=3)[C:20]([NH:22][CH2:23][C:24]([O:26][C:27]([CH3:30])([CH3:29])[CH3:28])=[O:25])=[O:21])=O)C3C(=CC=CC=3)C=2C=CC=1.N1CCCCC1, predict the reaction product. The product is: [NH2:18][C@@H:19]([CH2:31][C:32]1[CH:37]=[CH:36][C:35]([OH:38])=[CH:34][CH:33]=1)[C:20]([NH:22][CH2:23][C:24]([O:26][C:27]([CH3:30])([CH3:28])[CH3:29])=[O:25])=[O:21]. (4) The product is: [N:10]1([C:6]2[CH:5]=[C:4]([CH:9]=[CH:8][CH:7]=2)[NH2:1])[CH2:11][CH2:12][CH2:13]1. Given the reactants [N+:1]([C:4]1[CH:5]=[C:6]([N:10]2[CH2:13][CH2:12][CH2:11]2)[CH:7]=[CH:8][CH:9]=1)([O-])=O, predict the reaction product. (5) The product is: [CH3:16][C:2]1([CH3:1])[CH2:6][CH2:5][CH2:4][C@H:3]1[NH:7][C@@H:8]([C:10]1[CH:11]=[CH:12][CH:13]=[CH:14][CH:15]=1)[CH3:9]. Given the reactants [CH3:1][C:2]1([CH3:16])[CH2:6][CH2:5][CH2:4]/[C:3]/1=[N:7]\[C@@H:8]([C:10]1[CH:15]=[CH:14][CH:13]=[CH:12][CH:11]=1)[CH3:9].[BH4-].[Na+].Cl, predict the reaction product. (6) Given the reactants [Cl-].[NH3+:2][CH2:3][C:4]1[CH:9]=[CH:8][C:7]([CH2:10][CH:11]([O:17][CH2:18][CH2:19]C)[C:12]([O:14]CC)=[O:13])=[CH:6][CH:5]=1.[C:21](=[O:23])=[O:22].[C:24](=O)([O-])[O-].[Cs+].[Cs+].[Cl:30][C:31]1[CH:38]=[CH:37][C:34]([CH2:35]Br)=[CH:33][CH:32]=1, predict the reaction product. The product is: [Cl:30][C:31]1[CH:38]=[CH:37][C:34]([CH2:35][O:22][C:21]([NH:2][CH2:3][C:4]2[CH:5]=[CH:6][C:7]([CH2:10][CH:11]([O:17][CH:18]([CH3:19])[CH3:24])[C:12]([OH:14])=[O:13])=[CH:8][CH:9]=2)=[O:23])=[CH:33][CH:32]=1. (7) Given the reactants [C:1](=[S:9])([NH2:8])[C:2]1[CH:7]=[CH:6][CH:5]=[CH:4][CH:3]=1.Br[CH2:11][C:12]([C:14]1[CH:19]=[CH:18][CH:17]=[CH:16][C:15]=1[N+:20]([O-:22])=[O:21])=O, predict the reaction product. The product is: [N+:20]([C:15]1[CH:16]=[CH:17][CH:18]=[CH:19][C:14]=1[C:12]1[N:8]=[C:1]([C:2]2[CH:7]=[CH:6][CH:5]=[CH:4][CH:3]=2)[S:9][CH:11]=1)([O-:22])=[O:21].